Binary Classification. Given a drug SMILES string, predict its activity (active/inactive) in a high-throughput screening assay against a specified biological target. From a dataset of M1 muscarinic receptor antagonist screen with 61,756 compounds. (1) The molecule is O=C(Nn1cnnc1)C(c1ccccc1)c1ccccc1. The result is 0 (inactive). (2) The molecule is Brc1cc2c(N(C(=O)C3CC3)CC2)c(S(=O)(=O)NCc2cc3OCOc3cc2)c1. The result is 0 (inactive).